This data is from Catalyst prediction with 721,799 reactions and 888 catalyst types from USPTO. The task is: Predict which catalyst facilitates the given reaction. (1) Reactant: CC([N:5]([C:9]1[CH:14]=[CH:13][C:12]([C:15]2[S:16][CH:17]=[CH:18][CH:19]=2)=[CH:11][C:10]=1[NH:20][C:21]([C:23]1[CH:28]=[CH:27][C:26]([CH2:29][NH:30][C:31](=[O:39])[CH2:32][C:33]2[CH:34]=[N:35][CH:36]=[CH:37][CH:38]=2)=[CH:25][CH:24]=1)=[O:22])C(=O)[O-])(C)C.C([O-])(O)=O.[Na+].C(Cl)Cl. Product: [NH2:5][C:9]1[CH:14]=[CH:13][C:12]([C:15]2[S:16][CH:17]=[CH:18][CH:19]=2)=[CH:11][C:10]=1[NH:20][C:21](=[O:22])[C:23]1[CH:24]=[CH:25][C:26]([CH2:29][NH:30][C:31](=[O:39])[CH2:32][C:33]2[CH:34]=[N:35][CH:36]=[CH:37][CH:38]=2)=[CH:27][CH:28]=1. The catalyst class is: 137. (2) Reactant: [CH2:1]=[C:2]1[CH2:7][CH2:6][C:5]([CH2:21][OH:22])([C:8]2[CH:13]=[CH:12][CH:11]=[C:10]([O:14][C:15]3[CH:20]=[CH:19][CH:18]=[CH:17][CH:16]=3)[CH:9]=2)[CH2:4][CH2:3]1.ClC1C=CC=C(C(OO)=[O:31])C=1. Product: [O:14]([C:10]1[CH:9]=[C:8]([C:5]2([CH2:21][OH:22])[CH2:4][CH2:3][C:2]3([O:31][CH2:1]3)[CH2:7][CH2:6]2)[CH:13]=[CH:12][CH:11]=1)[C:15]1[CH:20]=[CH:19][CH:18]=[CH:17][CH:16]=1. The catalyst class is: 91. (3) The catalyst class is: 1. Reactant: [Cl:1][C:2]1[CH:7]=[C:6]([Cl:8])[CH:5]=[CH:4][C:3]=1[CH:9]1[C:14](=[C:15]=O)[CH:13]=[CH:12][C:11]([NH:17][CH2:18][CH2:19][NH:20][C:21]([O:23][C:24]([CH3:27])([CH3:26])[CH3:25])=[O:22])=[CH:10]1.[NH:28]1[CH2:33][CH2:32][O:31][CH2:30][CH2:29]1.C(O)(=O)C.O. Product: [Cl:1][C:2]1[CH:7]=[C:6]([Cl:8])[CH:5]=[CH:4][C:3]=1[C:9]1[CH:10]=[C:11]([NH:17][CH2:18][CH2:19][NH:20][C:21]([O:23][C:24]([CH3:27])([CH3:26])[CH3:25])=[O:22])[CH:12]=[CH:13][C:14]=1[CH2:15][N:28]1[CH2:33][CH2:32][O:31][CH2:30][CH2:29]1.